This data is from TCR-epitope binding with 47,182 pairs between 192 epitopes and 23,139 TCRs. The task is: Binary Classification. Given a T-cell receptor sequence (or CDR3 region) and an epitope sequence, predict whether binding occurs between them. (1) The epitope is LLWNGPMAV. The TCR CDR3 sequence is CASSHGGGFAYEQYF. Result: 1 (the TCR binds to the epitope). (2) The epitope is LPPAYTNSF. The TCR CDR3 sequence is CASSFLVLSAAYGYTF. Result: 0 (the TCR does not bind to the epitope).